Task: Binary Classification. Given a drug SMILES string, predict its activity (active/inactive) in a high-throughput screening assay against a specified biological target.. Dataset: HIV replication inhibition screening data with 41,000+ compounds from the AIDS Antiviral Screen (1) The compound is N#CC(Nc1ccccc1)c1ccc(C(C#N)Nc2ccccc2)cc1. The result is 0 (inactive). (2) The compound is CCN(CCCN(CC)C(=O)Nc1ccccc1)C(=O)Nc1ccccc1. The result is 0 (inactive). (3) The compound is CC1CCC(=Cc2ccc(Cl)cc2)C2OC(N)=C(C#N)C(c3ccc(Cl)cc3)=C12. The result is 0 (inactive). (4) The molecule is O=C1C(Cl)C(c2cccc([N+](=O)[O-])c2)N1n1cnc2ccccc2c1=O. The result is 0 (inactive). (5) The compound is CC(=O)OCC12C(=O)CC(C)C3(CC(c4ccoc4)OC3=O)C1CCC(OC(C)=O)C21CO1. The result is 0 (inactive). (6) The molecule is C=CCN1C(=O)CSC1=NNC(=O)c1c(C)nc2sccn12. The result is 0 (inactive).